From a dataset of Reaction yield outcomes from USPTO patents with 853,638 reactions. Predict the reaction yield, written as a fraction of the theoretical maximum amount of product (1.0 means a 100% yield; for example, 0.34 means a 34% yield). (1) The reactants are [Br:1][C:2]1[CH:7]=[CH:6][C:5]([C:8](=O)[CH2:9][CH2:10][C:11]([OH:13])=O)=[CH:4][CH:3]=1.[NH2:15][NH2:16].O. The catalyst is CCO. The product is [Br:1][C:2]1[CH:7]=[CH:6][C:5]([C:8]2[CH2:9][CH2:10][C:11](=[O:13])[NH:15][N:16]=2)=[CH:4][CH:3]=1. The yield is 0.980. (2) The reactants are [CH2:1]([OH:4])[CH2:2][OH:3].[H-].[Na+].Cl[C:8]1[N:13]=[CH:12][C:11]([C:14]([OH:16])=[O:15])=[CH:10][C:9]=1[C:17]1[CH:22]=[CH:21][C:20]([Cl:23])=[CH:19][CH:18]=1.O. The catalyst is CN(C=O)C. The product is [Cl:23][C:20]1[CH:19]=[CH:18][C:17]([C:9]2[C:8]([O:3][CH2:2][CH2:1][OH:4])=[N:13][CH:12]=[C:11]([CH:10]=2)[C:14]([OH:16])=[O:15])=[CH:22][CH:21]=1. The yield is 0.410. (3) The reactants are [SH-].[Na+].[CH3:3][C:4]1([CH3:14])[O:8][N:7]=[C:6]([S:9]([CH2:12][CH3:13])(=O)=O)[CH2:5]1.C(=O)([O-])[O-].[K+].[K+].C(S([O-])=O)O.[Na+].BrCC1[C:30]([Cl:37])=[N:31][N:32]([CH2:35][CH3:36])[C:33]=1[Cl:34]. The catalyst is CN(C)C=O.O. The product is [Cl:37][C:30]1[C:13]([CH2:12][S:9][C:6]2[CH2:5][C:4]([CH3:14])([CH3:3])[O:8][N:7]=2)=[C:33]([Cl:34])[N:32]([CH2:35][CH3:36])[N:31]=1. The yield is 0.708. (4) The reactants are [CH3:1][CH:2]1[CH:7]=[C:6]([CH3:8])[CH2:5][CH2:4][C:3]1([CH:11]([OH:13])[CH3:12])[CH:9]=[CH2:10].C1C=C[NH+]=CC=1.[O-][Cr](Cl)(=O)=O. The catalyst is C(Cl)Cl.CCCCCC. The product is [CH3:1][CH:2]1[CH:7]=[C:6]([CH3:8])[CH2:5][CH2:4][C:3]1([C:11](=[O:13])[CH3:12])[CH:9]=[CH2:10]. The yield is 0.830. (5) The reactants are [CH:1]([NH:5][C:6]1[S:7][C:8]2[C:13]([N:14]=1)=[CH:12][CH:11]=[C:10]([CH:15]=O)[N:9]=2)([CH2:3][CH3:4])[CH3:2].[NH4+].[OH-].[F:19][C:20]1[CH:25]=[CH:24][CH:23]=[CH:22][C:21]=1[CH:26]([N+:37]#[C-:38])S(C1C=CC(C)=CC=1)(=O)=O.[NH:39]1CCNCC1. The catalyst is C1COCC1.CCOC(C)=O. The product is [CH:1]([NH:5][C:6]1[S:7][C:8]2[C:13]([N:14]=1)=[CH:12][CH:11]=[C:10]([C:15]1[NH:39][CH:38]=[N:37][C:26]=1[C:21]1[CH:22]=[CH:23][CH:24]=[CH:25][C:20]=1[F:19])[N:9]=2)([CH2:3][CH3:4])[CH3:2]. The yield is 0.260. (6) The reactants are [F:1][C:2]1[CH:7]=[C:6](B2OC(C)(C)C(C)(C)O2)[CH:5]=[CH:4][C:3]=1[C:17]1[N:18]=[CH:19][C:20]([NH2:23])=[N:21][CH:22]=1.Br[C:25]1[CH:30]=[CH:29][CH:28]=[CH:27][C:26]=1[S:31]([NH:34][CH:35]1[CH2:40][CH2:39][CH2:38][CH2:37][CH2:36]1)(=[O:33])=[O:32].C(Cl)Cl.C([O-])([O-])=O.[K+].[K+]. The catalyst is C1C=CC(P(C2C=CC=CC=2)[C-]2C=CC=C2)=CC=1.C1C=CC(P(C2C=CC=CC=2)[C-]2C=CC=C2)=CC=1.Cl[Pd]Cl.[Fe+2]. The product is [NH2:23][C:20]1[N:21]=[CH:22][C:17]([C:3]2[CH:4]=[CH:5][C:6]([C:25]3[C:26]([S:31]([NH:34][CH:35]4[CH2:40][CH2:39][CH2:38][CH2:37][CH2:36]4)(=[O:33])=[O:32])=[CH:27][CH:28]=[CH:29][CH:30]=3)=[CH:7][C:2]=2[F:1])=[N:18][CH:19]=1. The yield is 0.620. (7) The reactants are [Cl:1][C:2]1[N:3]=[C:4]2[C:9](=[CH:10][CH:11]=1)[N:8]=[CH:7][C:6]([C:12](=[O:14])[CH3:13])=[C:5]2[NH:15][C@H:16]1[CH2:21][CH2:20][C@H:19]([CH2:22][N:23]([CH3:25])[CH3:24])[CH2:18][CH2:17]1.[CH3:26][O:27][C:28]1[CH:33]=[CH:32][C:31](B(O)O)=[CH:30][CH:29]=1.C1(N)C(F)=C(F)C(F)=C(N)C=1F.[ClH:49].Cl. No catalyst specified. The product is [ClH:1].[ClH:49].[CH3:24][N:23]([CH2:22][C@H:19]1[CH2:20][CH2:21][C@H:16]([NH:15][C:5]2[C:4]3[C:9](=[CH:10][CH:11]=[C:2]([C:31]4[CH:32]=[CH:33][C:28]([O:27][CH3:26])=[CH:29][CH:30]=4)[N:3]=3)[N:8]=[CH:7][C:6]=2[C:12](=[O:14])[CH3:13])[CH2:17][CH2:18]1)[CH3:25]. The yield is 0.790. (8) The reactants are [CH3:1][C:2]1[C:6]([C:7]2[CH:8]=[C:9]3[C:13](=[CH:14][CH:15]=2)[NH:12][C:11](=[O:16])[C:10]3(O)[C:17]2[CH:21]=[CH:20][S:19][CH:18]=2)=[C:5]([CH3:23])[O:4][N:3]=1.C([SiH](CC)CC)C. The catalyst is FC(F)(F)C(O)=O. The product is [CH3:1][C:2]1[C:6]([C:7]2[CH:8]=[C:9]3[C:13](=[CH:14][CH:15]=2)[NH:12][C:11](=[O:16])[CH:10]3[C:17]2[CH:21]=[CH:20][S:19][CH:18]=2)=[C:5]([CH3:23])[O:4][N:3]=1. The yield is 0.780. (9) The reactants are [C:1]([N:8]1[CH2:13][CH2:12][C:11]([CH3:19])([C:14]([O:16]CC)=O)[CH2:10][CH2:9]1)([O:3][C:4]([CH3:7])([CH3:6])[CH3:5])=[O:2].[H-].[Al+3].[Li+].[H-].[H-].[H-].O1CCC[CH2:27]1. No catalyst specified. The product is [C:1]([N:8]1[CH2:9][CH2:10][C:11]([CH2:19][CH3:27])([CH2:14][OH:16])[CH2:12][CH2:13]1)([O:3][C:4]([CH3:5])([CH3:6])[CH3:7])=[O:2]. The yield is 0.867. (10) The reactants are [C:1]1([N:7]2[C:12](=[O:13])[C:11]3[S:14][CH:15]=[C:16]([C:17]4[CH:22]=[CH:21][CH:20]=[CH:19][CH:18]=4)[C:10]=3[N:9]=[CH:8]2)[CH:6]=[CH:5][CH:4]=[CH:3][CH:2]=1.NC1C(C2C=CC=CC=2[F:35])=CSC=1C(OC)=O.C(OCC)(OCC)OCC.C1(N)CCCCC1. The catalyst is C(O)(=O)C. The product is [CH:1]1([N:7]2[C:12](=[O:13])[C:11]3[S:14][CH:15]=[C:16]([C:17]4[CH:18]=[CH:19][CH:20]=[CH:21][C:22]=4[F:35])[C:10]=3[N:9]=[CH:8]2)[CH2:6][CH2:5][CH2:4][CH2:3][CH2:2]1. The yield is 0.579.